Predict which catalyst facilitates the given reaction. From a dataset of Catalyst prediction with 721,799 reactions and 888 catalyst types from USPTO. (1) Reactant: [F:1][C:2]([F:33])([F:32])[C:3]1[CH:4]=[C:5]([CH:13]([N:16]2[C:25]3[C:20](=[CH:21][CH:22]=[C:23]([C:26]([F:29])([F:28])[F:27])[CH:24]=3)[NH:19][CH:18]([CH2:30][CH3:31])[CH2:17]2)[C:14]#[N:15])[CH:6]=[C:7]([C:9]([F:12])([F:11])[F:10])[CH:8]=1.N1C=CC=CC=1.Cl[C:41]([O:43][CH2:44][CH3:45])=[O:42]. Product: [CH2:44]([O:43][C:41]([N:19]1[C:20]2[C:25](=[CH:24][C:23]([C:26]([F:27])([F:28])[F:29])=[CH:22][CH:21]=2)[N:16]([CH:13]([C:5]2[CH:6]=[C:7]([C:9]([F:11])([F:10])[F:12])[CH:8]=[C:3]([C:2]([F:1])([F:32])[F:33])[CH:4]=2)[C:14]#[N:15])[CH2:17][CH:18]1[CH2:30][CH3:31])=[O:42])[CH3:45]. The catalyst class is: 2. (2) Reactant: [Br:1][C:2]1[C:10]2[C:5](=[N:6][CH:7]=[N:8][C:9]=2[NH2:11])[NH:4][N:3]=1.O[C@H:13]1[CH2:18][CH2:17][CH2:16][N:15]([C:19]([O:21][C:22]([CH3:25])([CH3:24])[CH3:23])=[O:20])[CH2:14]1.C1(P(C2C=CC=CC=2)C2C=CC=CC=2)C=CC=CC=1.CCOC(/N=N/C(OCC)=O)=O. Product: [NH2:11][C:9]1[N:8]=[CH:7][N:6]=[C:5]2[N:4]([C@@H:17]3[CH2:18][CH2:13][CH2:14][N:15]([C:19]([O:21][C:22]([CH3:25])([CH3:24])[CH3:23])=[O:20])[CH2:16]3)[N:3]=[C:2]([Br:1])[C:10]=12. The catalyst class is: 49. (3) Reactant: [CH2:1]([O:3][C:4](=[O:18])[CH2:5][CH2:6][C@@H:7]([NH:10][C:11]([O:13][C:14]([CH3:17])([CH3:16])[CH3:15])=[O:12])[CH2:8][OH:9])[CH3:2].C(N(C(C)C)CC)(C)C. The catalyst class is: 148. Product: [CH2:1]([O:3][C:4](=[O:18])[CH2:5][CH2:6][C@H:7]([CH:8]=[O:9])[NH:10][C:11]([O:13][C:14]([CH3:15])([CH3:17])[CH3:16])=[O:12])[CH3:2]. (4) Reactant: [Br:1][C:2]1[NH:10][C:9]2[C:8](=[O:11])[N:7]3[C:12]([CH2:15][CH2:16][C:17]4[N:21]=[C:20]([C:22]5[CH:27]=[CH:26][C:25]([O:28]C)=[CH:24][CH:23]=5)[O:19][N:18]=4)=[N:13][N:14]=[C:6]3[N:5]([CH2:30][CH2:31][CH2:32][CH2:33][CH3:34])[C:4]=2[N:3]=1.B(Br)(Br)Br. Product: [Br:1][C:2]1[NH:10][C:9]2[C:8](=[O:11])[N:7]3[C:12]([CH2:15][CH2:16][C:17]4[N:21]=[C:20]([C:22]5[CH:27]=[CH:26][C:25]([OH:28])=[CH:24][CH:23]=5)[O:19][N:18]=4)=[N:13][N:14]=[C:6]3[N:5]([CH2:30][CH2:31][CH2:32][CH2:33][CH3:34])[C:4]=2[N:3]=1. The catalyst class is: 2. (5) Reactant: [OH:1][CH2:2][CH:3]([NH:11][C:12](=[O:18])[O:13][C:14]([CH3:17])([CH3:16])[CH3:15])[C:4]1[CH:9]=[CH:8][CH:7]=[C:6]([CH3:10])[N:5]=1.[CH3:19][S:20](Cl)(=[O:22])=[O:21].C([O-])(O)=O.[Na+]. Product: [CH3:19][S:20]([O:1][CH2:2][CH:3]([NH:11][C:12]([O:13][C:14]([CH3:15])([CH3:17])[CH3:16])=[O:18])[C:4]1[CH:9]=[CH:8][CH:7]=[C:6]([CH3:10])[N:5]=1)(=[O:22])=[O:21]. The catalyst class is: 2. (6) Reactant: [Cl:1][C:2]1[N:10](CC=C)[C:9]2[C:8](=[O:14])[NH:7][C:6](=[O:15])[N:5]([CH2:16][CH3:17])[C:4]=2[N:3]=1.C(=O)([O-])[O-].[K+].[K+].Cl[CH2:25][CH2:26][CH2:27][CH2:28][N:29]([CH3:39])[C:30]1[O:31][C:32]2[CH:38]=[CH:37][CH:36]=[CH:35][C:33]=2[N:34]=1.N1CCOCC1. Product: [O:31]1[C:32]2[CH:38]=[CH:37][CH:36]=[CH:35][C:33]=2[N:34]=[C:30]1[N:29]([CH3:39])[CH2:28][CH2:27][CH2:26][CH2:25][N:7]1[C:8](=[O:14])[C:9]2[NH:10][C:2]([Cl:1])=[N:3][C:4]=2[N:5]([CH2:16][CH3:17])[C:6]1=[O:15]. The catalyst class is: 128. (7) Reactant: [Cl:1][C:2]1[CH:3]=[CH:4][C:5]2[O:18][CH:17]([C:19]([N:21]3[CH2:26][CH2:25][O:24][CH2:23][CH2:22]3)=O)[N:8]3[C:9]4[CH:10]=[CH:11][CH:12]=[C:13]([F:16])[C:14]=4[CH:15]=[C:7]3[C:6]=2[N:27]=1.S(C)C.CO.O. Product: [Cl:1][C:2]1[CH:3]=[CH:4][C:5]2[O:18][CH:17]([CH2:19][N:21]3[CH2:22][CH2:23][O:24][CH2:25][CH2:26]3)[N:8]3[C:9]4[CH:10]=[CH:11][CH:12]=[C:13]([F:16])[C:14]=4[CH:15]=[C:7]3[C:6]=2[N:27]=1. The catalyst class is: 1. (8) Reactant: CO[C:3]([CH:7]1[CH2:9][CH2:8]1)(OC)[CH3:4].[C:10]1([SH:16])[CH:15]=[CH:14][CH:13]=[CH:12][CH:11]=1.C1(C)C=CC=CC=1.C12(CS(O)(=O)=O)C(C)(C)C(CC1)CC2=O. Product: [CH:7]1([C:3]([S:16][C:10]2[CH:15]=[CH:14][CH:13]=[CH:12][CH:11]=2)=[CH2:4])[CH2:9][CH2:8]1. The catalyst class is: 48. (9) Reactant: [F:1][C:2]1[CH:7]=[CH:6][C:5]([F:8])=[CH:4][C:3]=1[N:9]1[C:13]([NH2:14])=[CH:12][C:11]([CH3:15])=[N:10]1.CCOCC.[CH3:21][O:22][C:23](=[O:31])[C:24]1[CH:29]=[CH:28][CH:27]=[CH:26][C:25]=1Br.C(=O)([O-])[O-].[Cs+].[Cs+]. Product: [CH3:21][O:22][C:23](=[O:31])[C:24]1[CH:29]=[CH:28][CH:27]=[CH:26][C:25]=1[NH:14][C:13]1[N:9]([C:3]2[CH:4]=[C:5]([F:8])[CH:6]=[CH:7][C:2]=2[F:1])[N:10]=[C:11]([CH3:15])[CH:12]=1. The catalyst class is: 164. (10) Reactant: Cl.[CH2:2]([N:5]([CH2:20][CH2:21][CH3:22])[CH2:6][CH2:7][CH2:8][CH2:9][NH:10][CH2:11][C:12]1[CH:19]=[CH:18][C:15]([CH2:16][NH2:17])=[CH:14][CH:13]=1)[CH2:3][CH3:4].[OH-].[Na+]. Product: [CH2:20]([N:5]([CH2:2][CH2:3][CH3:4])[CH2:6][CH2:7][CH2:8][CH2:9][NH:10][CH2:11][C:12]1[CH:13]=[CH:14][C:15]([CH2:16][NH2:17])=[CH:18][CH:19]=1)[CH2:21][CH3:22]. The catalyst class is: 6.